The task is: Predict which catalyst facilitates the given reaction.. This data is from Catalyst prediction with 721,799 reactions and 888 catalyst types from USPTO. (1) Reactant: [CH3:1][O:2][C:3]1[CH:8]=[CH:7][C:6]([S:9](Cl)(=[O:11])=[O:10])=[CH:5][C:4]=1[N:13]1[CH2:18][CH2:17][N:16]([C:19](=[O:24])[C:20]([F:23])([F:22])[F:21])[CH2:15][CH2:14]1.[C:25]1([Mg]Br)[C:34]2[C:29](=[CH:30][CH:31]=[CH:32][CH:33]=2)[CH:28]=[CH:27][CH:26]=1.[Cl-].[NH4+]. Product: [F:21][C:20]([F:23])([F:22])[C:19]([N:16]1[CH2:17][CH2:18][N:13]([C:4]2[CH:5]=[C:6]([S:9]([C:33]3[C:34]4[C:29](=[CH:28][CH:27]=[CH:26][CH:25]=4)[CH:30]=[CH:31][CH:32]=3)(=[O:11])=[O:10])[CH:7]=[CH:8][C:3]=2[O:2][CH3:1])[CH2:14][CH2:15]1)=[O:24]. The catalyst class is: 1. (2) Reactant: [Cl:1][C:2]1[C:11]([C:12]2[CH:16]3[CH2:17][CH2:18][O:19][CH:15]3[O:14][N:13]=2)=[C:10]([S:20]([CH3:23])(=[O:22])=[O:21])[CH:9]=[CH:8][C:3]=1[C:4]([O:6]C)=[O:5].[OH-].[Na+]. Product: [Cl:1][C:2]1[C:11]([C:12]2[CH:16]3[CH2:17][CH2:18][O:19][CH:15]3[O:14][N:13]=2)=[C:10]([S:20]([CH3:23])(=[O:22])=[O:21])[CH:9]=[CH:8][C:3]=1[C:4]([OH:6])=[O:5]. The catalyst class is: 30. (3) Reactant: [NH:1]1[CH2:6][CH2:5][CH:4]([C:7]([O:9]CC)=O)[CH2:3][CH2:2]1.C([O-])([O-])=O.[K+].[K+].[CH:18]1[CH:23]=[CH:22][C:21]([CH2:24][O:25][C:26](Cl)=[O:27])=[CH:20][CH:19]=1. Product: [OH:9][CH2:7][CH:4]1[CH2:3][CH2:2][N:1]([C:26]([O:25][CH2:24][C:21]2[CH:22]=[CH:23][CH:18]=[CH:19][CH:20]=2)=[O:27])[CH2:6][CH2:5]1. The catalyst class is: 28. (4) Reactant: [OH-].[Na+].C[O:4][C:5](=[O:35])[CH2:6][CH2:7][C:8]1[CH:13]=[CH:12][C:11]([O:14][CH2:15][CH2:16][C@@H:17]([O:19][C:20]2[CH:25]=[CH:24][C:23]([CH2:26][CH3:27])=[CH:22][C:21]=2[C:28]2[CH:33]=[CH:32][CH:31]=[CH:30][N:29]=2)[CH3:18])=[CH:10][C:9]=1[CH3:34].Cl. Product: [CH2:26]([C:23]1[CH:24]=[CH:25][C:20]([O:19][C@@H:17]([CH3:18])[CH2:16][CH2:15][O:14][C:11]2[CH:12]=[CH:13][C:8]([CH2:7][CH2:6][C:5]([OH:35])=[O:4])=[C:9]([CH3:34])[CH:10]=2)=[C:21]([C:28]2[CH:33]=[CH:32][CH:31]=[CH:30][N:29]=2)[CH:22]=1)[CH3:27]. The catalyst class is: 5. (5) Reactant: [Cl:1][C:2]1[C:6]2[CH:7]=[C:8]([N:11]3[C:16](=[O:17])[CH:15]=[C:14]([C:18]([F:21])([F:20])[F:19])[NH:13][C:12]3=[O:22])[CH:9]=[CH:10][C:5]=2[S:4][N:3]=1.[C:23](=O)([O-])[O-].[K+].[K+].IC. Product: [Cl:1][C:2]1[C:6]2[CH:7]=[C:8]([N:11]3[C:16](=[O:17])[CH:15]=[C:14]([C:18]([F:19])([F:20])[F:21])[N:13]([CH3:23])[C:12]3=[O:22])[CH:9]=[CH:10][C:5]=2[S:4][N:3]=1. The catalyst class is: 35. (6) Reactant: Cl.[CH3:2][N:3]1[C:11]2[CH2:10][CH2:9][NH:8][CH2:7][C:6]=2[C:5](=[O:12])[N:4]1[C:13]1[CH:22]=[N:21][C:20]2[C:15](=[CH:16][CH:17]=[CH:18][CH:19]=2)[N:14]=1.[C:23]([O:28][C@@H:29]([C:31]1[N:36]=[C:35](Cl)[CH:34]=[CH:33][N:32]=1)[CH3:30])(=[O:27])[CH2:24][CH2:25][CH3:26].C(N(CC)CC)C. Product: [C:23]([O:28][C@@H:29]([C:31]1[N:32]=[C:33]([N:8]2[CH2:9][CH2:10][C:11]3[N:3]([CH3:2])[N:4]([C:13]4[CH:22]=[N:21][C:20]5[C:15](=[CH:16][CH:17]=[CH:18][CH:19]=5)[N:14]=4)[C:5](=[O:12])[C:6]=3[CH2:7]2)[CH:34]=[CH:35][N:36]=1)[CH3:30])(=[O:27])[CH2:24][CH2:25][CH3:26]. The catalyst class is: 32.